Dataset: Catalyst prediction with 721,799 reactions and 888 catalyst types from USPTO. Task: Predict which catalyst facilitates the given reaction. (1) Reactant: [OH-].[Na+].[F:3][C:4]([C:24]1[CH:29]=[CH:28][CH:27]=[CH:26][CH:25]=1)([S:9]([CH2:12][CH2:13][CH2:14][CH2:15][CH2:16][CH2:17][CH2:18][CH2:19][CH2:20][CH2:21][CH2:22][CH3:23])(=[O:11])=[O:10])[C:5]([O:7]C)=[O:6]. Product: [F:3][C:4]([C:24]1[CH:25]=[CH:26][CH:27]=[CH:28][CH:29]=1)([S:9]([CH2:12][CH2:13][CH2:14][CH2:15][CH2:16][CH2:17][CH2:18][CH2:19][CH2:20][CH2:21][CH2:22][CH3:23])(=[O:10])=[O:11])[C:5]([OH:7])=[O:6]. The catalyst class is: 8. (2) Reactant: [Cl:1][C:2]1[CH:7]=[C:6]([C:8]2[C:13]([CH3:14])=[N:12][CH:11]=[CH:10][N:9]=2)[CH:5]=[CH:4][C:3]=1[NH:15]C(=O)OC(C)(C)C.Cl. Product: [Cl:1][C:2]1[CH:7]=[C:6]([C:8]2[C:13]([CH3:14])=[N:12][CH:11]=[CH:10][N:9]=2)[CH:5]=[CH:4][C:3]=1[NH2:15]. The catalyst class is: 25. (3) Reactant: [CH:1]([C:3]1[CH:8]=[CH:7][CH:6]=[C:5]([O:9][CH3:10])[N:4]=1)=[CH2:2].CO[CH2:13][N:14](C[Si](C)(C)C)[CH2:15][CH:16]=[CH2:17].[CH2:23]=CC1C=CC=CC=1. Product: [CH3:10][O:9][C:5]1[CH:6]=[CH:7][CH:8]=[C:3]([CH:1]2[CH2:23][CH2:13][N:14]([CH2:15][CH:16]=[CH2:17])[CH2:2]2)[N:4]=1. The catalyst class is: 330. (4) Reactant: [F:1][C:2]1[C:7]([NH2:8])=[CH:6][CH:5]=[C:4]([F:9])[C:3]=1[NH:10][C:11]1[C:16]([C:17]2[N:25]=[CH:24][N:23]=[C:22]3[C:18]=2[N:19]=[CH:20][N:21]3[CH:26]2[CH2:31][CH2:30][CH2:29][CH2:28][O:27]2)=[CH:15][CH:14]=[CH:13][N:12]=1.[O:32]1[CH:36]=[CH:35][CH:34]=[C:33]1[S:37](Cl)(=[O:39])=[O:38].N1C=CC=CC=1. Product: [F:1][C:2]1[C:3]([NH:10][C:11]2[C:16]([C:17]3[N:25]=[CH:24][N:23]=[C:22]4[C:18]=3[N:19]=[CH:20][N:21]4[CH:26]3[CH2:31][CH2:30][CH2:29][CH2:28][O:27]3)=[CH:15][CH:14]=[CH:13][N:12]=2)=[C:4]([F:9])[CH:5]=[CH:6][C:7]=1[NH:8][S:37]([C:33]1[O:32][CH:36]=[CH:35][CH:34]=1)(=[O:39])=[O:38]. The catalyst class is: 4. (5) Reactant: [CH3:1][O:2][C:3]1[CH:4]=[C:5]2[CH2:14][CH:13]([CH2:15][CH:16]3[CH2:21][CH2:20][N:19]([CH2:22][C:23]4[CH:24]=[CH:25][CH:26]=[CH:27][CH:28]=4)[CH2:18][CH2:17]3)[C:11](=[O:12])[C:6]2=[CH:7][C:8]=1[O:9][CH3:10].C(O)(=O)C.C[Si](C)(C)[Cl:35]. Product: [CH3:1][O:2][C:3]1[CH:4]=[C:5]2[CH2:14][CH:13]([CH2:15][CH:16]3[CH2:17][CH2:18][N:19]([CH2:22][C:23]4[CH:28]=[CH:27][CH:26]=[CH:25][CH:24]=4)[CH2:20][CH2:21]3)[C:11](=[O:12])[C:6]2=[CH:7][C:8]=1[O:9][CH3:10].[ClH:35]. The catalyst class is: 13. (6) Reactant: [H-].[Na+].[N:3]1[CH:8]=[CH:7][CH:6]=[CH:5][C:4]=1[NH:9][C:10]1[CH:19]=[CH:18][C:17]2[C:12](=[CH:13][CH:14]=[CH:15][CH:16]=2)[N:11]=1.Br[CH2:21][CH2:22][CH2:23][CH2:24][CH2:25][CH2:26][C:27]([O:29][CH2:30][CH3:31])=[O:28].[O-]S([O-])(=S)=O.[Na+].[Na+]. Product: [CH2:30]([O:29][C:27](=[O:28])[CH2:26][CH2:25][CH2:24][CH2:23][CH2:22][CH2:21][N:9]([C:4]1[CH:5]=[CH:6][CH:7]=[CH:8][N:3]=1)[C:10]1[CH:19]=[CH:18][C:17]2[C:12](=[CH:13][CH:14]=[CH:15][CH:16]=2)[N:11]=1)[CH3:31]. The catalyst class is: 31. (7) Reactant: [Cl:1][CH2:2][CH2:3][CH:4]([OH:6])[CH3:5].N1C=CN=C1.[Si:12](Cl)([C:15]([CH3:18])([CH3:17])[CH3:16])([CH3:14])[CH3:13]. Product: [Cl:1][CH2:2][CH2:3][CH:4]([CH3:5])[O:6][Si:12]([C:15]([CH3:18])([CH3:17])[CH3:16])([CH3:14])[CH3:13]. The catalyst class is: 3. (8) Reactant: ClC(Cl)(OC(=O)[O:6][C:7]([Cl:10])(Cl)Cl)Cl.[CH3:13][C@H:14]1[CH2:23][NH:22][C:21]2[C:16](=[CH:17][CH:18]=[C:19]([C:24]3[CH:25]=[N:26][N:27]([CH:29]4[CH2:32][O:31][CH2:30]4)[CH:28]=3)[CH:20]=2)[N:15]1[C:33](=[O:35])[CH3:34].C(N(CC)C(C)C)(C)C. Product: [C:33]([N:15]1[C:16]2[C:21](=[CH:20][C:19]([C:24]3[CH:25]=[N:26][N:27]([CH:29]4[CH2:32][O:31][CH2:30]4)[CH:28]=3)=[CH:18][CH:17]=2)[N:22]([C:7]([Cl:10])=[O:6])[CH2:23][C@@H:14]1[CH3:13])(=[O:35])[CH3:34]. The catalyst class is: 26. (9) Reactant: [CH2:1]([O:3][C:4](=[O:14])[C:5]#[C:6][C:7]1[CH:12]=[CH:11][CH:10]=[C:9]([CH3:13])[N:8]=1)[CH3:2].[I-].[NH2:16][N+:17]1[CH:22]=[CH:21][CH:20]=[CH:19][CH:18]=1.C1CCN2C(=NCCC2)CC1. Product: [CH2:1]([O:3][C:4]([C:5]1[C:6]([C:7]2[CH:12]=[CH:11][CH:10]=[C:9]([CH3:13])[N:8]=2)=[N:16][N:17]2[CH:22]=[CH:21][CH:20]=[CH:19][C:18]=12)=[O:14])[CH3:2]. The catalyst class is: 10. (10) Reactant: Br[C:2]1[S:3][CH:4]=[C:5]([C:7]([NH:9][C@@H:10]([CH3:26])[CH2:11][N:12]2[CH:16]=[CH:15][C:14]([C:17]3[CH:22]=[CH:21][C:20]([C:23]#[N:24])=[C:19]([Cl:25])[CH:18]=3)=[N:13]2)=[O:8])[N:6]=1.[CH3:27][O:28][CH2:29][CH2:30][NH2:31]. Product: [Cl:25][C:19]1[CH:18]=[C:17]([C:14]2[CH:15]=[CH:16][N:12]([CH2:11][C@@H:10]([NH:9][C:7]([C:5]3[N:6]=[C:2]([NH:31][CH2:30][CH2:29][O:28][CH3:27])[S:3][CH:4]=3)=[O:8])[CH3:26])[N:13]=2)[CH:22]=[CH:21][C:20]=1[C:23]#[N:24]. The catalyst class is: 17.